The task is: Predict the product of the given reaction.. This data is from Forward reaction prediction with 1.9M reactions from USPTO patents (1976-2016). Given the reactants [CH3:1][C:2]1[CH:6]=[C:5]([CH3:7])[NH:4][C:3]=1[C:8]#[N:9].[Al+3].[Cl-].[Cl-].[Cl-].[C:14](Cl)([CH3:16])=[O:15], predict the reaction product. The product is: [C:14]([C:6]1[C:2]([CH3:1])=[C:3]([C:8]#[N:9])[NH:4][C:5]=1[CH3:7])(=[O:15])[CH3:16].